From a dataset of Catalyst prediction with 721,799 reactions and 888 catalyst types from USPTO. Predict which catalyst facilitates the given reaction. Reactant: [C:1]([C:4]1[CH:5]=[C:6](C(OC)=O)[C:7]([C:10]2[CH:15]=[CH:14][C:13]([O:16][CH3:17])=[CH:12][C:11]=2[O:18][CH3:19])=[CH:8][CH:9]=1)(=[O:3])C.[Li+].CC([N-][CH:29]([CH3:31])[CH3:30])C.[CH3:32]I.[C:34]([O-:37])(O)=[O:35].[Na+]. Product: [CH3:19][O:18][C:11]1[CH:12]=[C:13]([O:16][CH3:17])[CH:14]=[CH:15][C:10]=1[C:7]1[C:8]([C:34]([O:37][CH3:32])=[O:35])=[CH:9][C:4]([C:1](=[O:3])[CH:29]([CH3:30])[CH3:31])=[CH:5][CH:6]=1. The catalyst class is: 57.